This data is from Full USPTO retrosynthesis dataset with 1.9M reactions from patents (1976-2016). The task is: Predict the reactants needed to synthesize the given product. Given the product [CH3:1][O:2][C:3]1[CH:15]=[CH:14][C:6]([CH2:7][S:8][C:9](=[NH:13])[C:10]([C:11]#[N:12])=[C:26]([SH:27])[NH:25][C:23]([O:16][C:17]2[CH:22]=[CH:21][CH:20]=[CH:19][CH:18]=2)=[O:24])=[CH:5][CH:4]=1, predict the reactants needed to synthesize it. The reactants are: [CH3:1][O:2][C:3]1[CH:15]=[CH:14][C:6]([CH2:7][S:8][C:9](=[NH:13])[CH2:10][C:11]#[N:12])=[CH:5][CH:4]=1.[O:16]([C:23]([N:25]=[C:26]=[S:27])=[O:24])[C:17]1[CH:22]=[CH:21][CH:20]=[CH:19][CH:18]=1.